This data is from CYP2D6 inhibition data for predicting drug metabolism from PubChem BioAssay. The task is: Regression/Classification. Given a drug SMILES string, predict its absorption, distribution, metabolism, or excretion properties. Task type varies by dataset: regression for continuous measurements (e.g., permeability, clearance, half-life) or binary classification for categorical outcomes (e.g., BBB penetration, CYP inhibition). Dataset: cyp2d6_veith. (1) The compound is CC(Oc1ccccc1)c1ccnn1S(=O)(=O)c1ccccc1. The result is 0 (non-inhibitor). (2) The compound is COc1cc(NC(=O)c2cc3ccccc3o2)c(OC)cc1Br. The result is 0 (non-inhibitor). (3) The molecule is C[N+]1(C)CCO[C@@](O)(c2ccc(-c3ccc([C@]4(O)C[N+](C)(C)CCO4)cc3)cc2)C1. The result is 0 (non-inhibitor). (4) The compound is Cc1nc2ccccc2nc1SCC(=O)N1CCC(C)CC1. The result is 0 (non-inhibitor). (5) The molecule is O=C(O)CCc1c2ccc(=O)c(O)c-2oc2c(O)c(O)ccc12. The result is 0 (non-inhibitor). (6) The drug is Cc1cc(C)c(C#N)c(SCC(=O)C(C)(C)C)n1. The result is 0 (non-inhibitor).